Task: Binary Classification. Given a drug SMILES string, predict its activity (active/inactive) in a high-throughput screening assay against a specified biological target.. Dataset: Cav3 T-type calcium channel HTS with 100,875 compounds (1) The compound is O(C(=O)N1CCN(CC1)C1=C(NCCc2cc(OC)c(OC)cc2)C(=O)C1=O)CC. The result is 0 (inactive). (2) The compound is o1c2c(c(CN3CCN(CC3)CCO)cc1=O)cc(cc2)CC. The result is 0 (inactive).